From a dataset of TCR-epitope binding with 47,182 pairs between 192 epitopes and 23,139 TCRs. Binary Classification. Given a T-cell receptor sequence (or CDR3 region) and an epitope sequence, predict whether binding occurs between them. (1) The epitope is KLSYGIATV. The TCR CDR3 sequence is CASSELGLAFF. Result: 1 (the TCR binds to the epitope). (2) The epitope is PROT_97E67BCC. The TCR CDR3 sequence is CASSRTGGAETQYF. Result: 1 (the TCR binds to the epitope). (3) The epitope is LLQTGIHVRVSQPSL. The TCR CDR3 sequence is CASSLYSVNTEAFF. Result: 1 (the TCR binds to the epitope). (4) The epitope is TSDLATNNLVVMAY. The TCR CDR3 sequence is CSFWGHGTGLRETQYF. Result: 1 (the TCR binds to the epitope). (5) The epitope is QARQMVQAMRTIGTHP. The TCR CDR3 sequence is CASRPPGSSNQPQHF. Result: 1 (the TCR binds to the epitope). (6) The epitope is LLWNGPMAV. The TCR CDR3 sequence is CAISAPDIAGNTIYF. Result: 0 (the TCR does not bind to the epitope).